This data is from Catalyst prediction with 721,799 reactions and 888 catalyst types from USPTO. The task is: Predict which catalyst facilitates the given reaction. (1) Reactant: [Li+].[OH-].[O:3]=[C:4]1[N:10]([CH:11]2[CH2:16][CH2:15][N:14]([C:17]([O:19][C@H:20]([CH2:41][C:42]3[CH:47]=[C:46]([C:48]([F:51])([F:50])[F:49])[CH:45]=[C:44]([C:52]([F:55])([F:54])[F:53])[CH:43]=3)[C:21]([N:23]3[CH2:28][CH2:27][CH:26]([CH:29]4[CH2:34][CH2:33][N:32]([CH2:35][C:36]([O:38]CC)=[O:37])[CH2:31][CH2:30]4)[CH2:25][CH2:24]3)=[O:22])=[O:18])[CH2:13][CH2:12]2)[CH2:9][CH2:8][C:7]2[CH:56]=[CH:57][CH:58]=[CH:59][C:6]=2[NH:5]1. Product: [O:3]=[C:4]1[N:10]([CH:11]2[CH2:16][CH2:15][N:14]([C:17]([O:19][C@H:20]([CH2:41][C:42]3[CH:43]=[C:44]([C:52]([F:55])([F:53])[F:54])[CH:45]=[C:46]([C:48]([F:51])([F:50])[F:49])[CH:47]=3)[C:21]([N:23]3[CH2:28][CH2:27][CH:26]([CH:29]4[CH2:30][CH2:31][N:32]([CH2:35][C:36]([OH:38])=[O:37])[CH2:33][CH2:34]4)[CH2:25][CH2:24]3)=[O:22])=[O:18])[CH2:13][CH2:12]2)[CH2:9][CH2:8][C:7]2[CH:56]=[CH:57][CH:58]=[CH:59][C:6]=2[NH:5]1. The catalyst class is: 90. (2) Reactant: [C:1]([C:3]1[C:4]([C:14]2[CH:19]=[CH:18][C:17]([Cl:20])=[CH:16][C:15]=2[Cl:21])=[C:5]([C:9]([O:11]CC)=[O:10])[S:6][C:7]=1[I:8])#[N:2].O1CCCC1.O.[OH-].[Na+]. Product: [C:1]([C:3]1[C:4]([C:14]2[CH:19]=[CH:18][C:17]([Cl:20])=[CH:16][C:15]=2[Cl:21])=[C:5]([C:9]([OH:11])=[O:10])[S:6][C:7]=1[I:8])#[N:2]. The catalyst class is: 33. (3) Reactant: [CH:1]([C:3]1[CH:10]=[CH:9][C:6]([C:7]#[N:8])=[CH:5][C:4]=1[OH:11])=O.[Cl:12][C:13]1[CH:14]=[C:15]([CH:17]=[CH:18][C:19]=1[F:20])[NH2:16].[Si]([C:25]#[N:26])(C)(C)C.[Si](OS(C(F)(F)F)(=O)=O)(C)(C)C. Product: [NH2:26][C:25]1[O:11][C:4]2[CH:5]=[C:6]([C:7]#[N:8])[CH:9]=[CH:10][C:3]=2[C:1]=1[NH:16][C:15]1[CH:17]=[CH:18][C:19]([F:20])=[C:13]([Cl:12])[CH:14]=1. The catalyst class is: 343. (4) Reactant: [OH:1][CH2:2][C:3]([C@H:5]([C@@H:7]([C@@H:9]([CH2:11][OH:12])[OH:10])[OH:8])[OH:6])=[O:4].[O:13]=[CH:14][C@@H:15]([C@H:17]([C@@H:19]([C@@H:21]([CH2:23]O)[OH:22])[OH:20])[OH:18])[OH:16]. Product: [CH2:2]([OH:1])[C@H:3]1[O:4][C@H:11]([O:12][CH2:23][C@H:21]2[O:22][C:15]([OH:16])([CH2:14][OH:13])[C@@H:17]([OH:18])[C@@H:19]2[OH:20])[C@H:9]([OH:10])[C@@H:7]([OH:8])[C@@H:5]1[OH:6]. The catalyst class is: 6.